Predict the reactants needed to synthesize the given product. From a dataset of Full USPTO retrosynthesis dataset with 1.9M reactions from patents (1976-2016). (1) Given the product [O:14]1[C:18]2[CH:19]=[CH:20][CH:21]=[CH:22][C:17]=2[CH:16]=[C:15]1[CH:23]([C:2]1[CH:7]=[CH:6][CH:5]=[CH:4][C:3]=1[F:8])[NH:24][S:25]([C:28]1[CH:38]=[CH:37][C:31]2[O:32][CH2:33][CH2:34][CH2:35][O:36][C:30]=2[CH:29]=1)(=[O:26])=[O:27], predict the reactants needed to synthesize it. The reactants are: Br[C:2]1[CH:7]=[CH:6][CH:5]=[CH:4][C:3]=1[F:8].C([Li])CCC.[O:14]1[C:18]2[CH:19]=[CH:20][CH:21]=[CH:22][C:17]=2[CH:16]=[C:15]1[CH:23]=[N:24][S:25]([C:28]1[CH:38]=[CH:37][C:31]2[O:32][CH2:33][CH2:34][CH2:35][O:36][C:30]=2[CH:29]=1)(=[O:27])=[O:26]. (2) Given the product [CH3:16][C@@H:11]1[N:12]([CH3:15])[CH2:13][CH2:14][N:9]([C:6]2[C:7]([F:8])=[C:2]([NH:19][NH2:20])[N:3]=[C:4]([CH3:17])[N:5]=2)[CH2:10]1, predict the reactants needed to synthesize it. The reactants are: Cl[C:2]1[C:7]([F:8])=[C:6]([N:9]2[CH2:14][CH2:13][N:12]([CH3:15])[C@@H:11]([CH3:16])[CH2:10]2)[N:5]=[C:4]([CH3:17])[N:3]=1.O.[NH2:19][NH2:20]. (3) Given the product [C:40]([O:39][C:38]([NH:37][C@H:32]1[CH2:33][CH2:34][CH2:35][CH2:36][C@H:31]1[NH:30][C:2]1[CH:11]=[C:10]([C:12]#[N:13])[C:5]([C:6]([O:8][CH3:9])=[O:7])=[C:4]([C:14]2[CH:15]=[N:16][N:17]([CH2:19][CH3:20])[CH:18]=2)[N:3]=1)=[O:44])([CH3:43])([CH3:41])[CH3:42], predict the reactants needed to synthesize it. The reactants are: Cl[C:2]1[CH:11]=[C:10]([C:12]#[N:13])[C:5]([C:6]([O:8][CH3:9])=[O:7])=[C:4]([C:14]2[CH:15]=[N:16][N:17]([CH2:19][CH3:20])[CH:18]=2)[N:3]=1.CCN(C(C)C)C(C)C.[NH2:30][C@@H:31]1[CH2:36][CH2:35][CH2:34][CH2:33][C@@H:32]1[NH:37][C:38](=[O:44])[O:39][C:40]([CH3:43])([CH3:42])[CH3:41].